Regression. Given two drug SMILES strings and cell line genomic features, predict the synergy score measuring deviation from expected non-interaction effect. From a dataset of NCI-60 drug combinations with 297,098 pairs across 59 cell lines. (1) Drug 1: C1CC(CCC1OC2=C(C(=CC=C2)Cl)F)(CC3=NC(=CC=C3)NC4=NC=CS4)C(=O)O. Drug 2: C1CC(C1)(C2=CC=C(C=C2)C3=C(C=C4C(=N3)C=CN5C4=NNC5=O)C6=CC=CC=C6)N. Cell line: T-47D. Synergy scores: CSS=30.6, Synergy_ZIP=-6.51, Synergy_Bliss=-7.48, Synergy_Loewe=-1.27, Synergy_HSA=0.00659. (2) Drug 1: C1CC(C1)(C(=O)O)C(=O)O.[NH2-].[NH2-].[Pt+2]. Drug 2: C1CN(P(=O)(OC1)NCCCl)CCCl. Cell line: SK-MEL-28. Synergy scores: CSS=8.04, Synergy_ZIP=-2.47, Synergy_Bliss=-2.88, Synergy_Loewe=-1.70, Synergy_HSA=-1.77. (3) Drug 1: CCN(CC)CCNC(=O)C1=C(NC(=C1C)C=C2C3=C(C=CC(=C3)F)NC2=O)C. Drug 2: CC12CCC3C(C1CCC2OP(=O)(O)O)CCC4=C3C=CC(=C4)OC(=O)N(CCCl)CCCl.[Na+]. Cell line: SF-268. Synergy scores: CSS=5.42, Synergy_ZIP=-3.47, Synergy_Bliss=-4.91, Synergy_Loewe=-1.13, Synergy_HSA=-4.68. (4) Drug 1: C1=CC(=CC=C1CCC2=CNC3=C2C(=O)NC(=N3)N)C(=O)NC(CCC(=O)O)C(=O)O. Drug 2: CC1=C2C(C(=O)C3(C(CC4C(C3C(C(C2(C)C)(CC1OC(=O)C(C(C5=CC=CC=C5)NC(=O)OC(C)(C)C)O)O)OC(=O)C6=CC=CC=C6)(CO4)OC(=O)C)O)C)O. Cell line: NCI/ADR-RES. Synergy scores: CSS=14.2, Synergy_ZIP=-1.30, Synergy_Bliss=1.56, Synergy_Loewe=-0.162, Synergy_HSA=0.627. (5) Drug 1: CC1=C(C=C(C=C1)C(=O)NC2=CC(=CC(=C2)C(F)(F)F)N3C=C(N=C3)C)NC4=NC=CC(=N4)C5=CN=CC=C5. Drug 2: CS(=O)(=O)OCCCCOS(=O)(=O)C. Cell line: EKVX. Synergy scores: CSS=-2.06, Synergy_ZIP=0.0836, Synergy_Bliss=-3.32, Synergy_Loewe=-3.20, Synergy_HSA=-5.72. (6) Drug 1: C1=CC(=CC=C1CC(C(=O)O)N)N(CCCl)CCCl.Cl. Drug 2: C1CCC(C(C1)N)N.C(=O)(C(=O)[O-])[O-].[Pt+4]. Cell line: PC-3. Synergy scores: CSS=21.6, Synergy_ZIP=5.37, Synergy_Bliss=9.78, Synergy_Loewe=10.3, Synergy_HSA=10.6. (7) Drug 1: CN1CCC(CC1)COC2=C(C=C3C(=C2)N=CN=C3NC4=C(C=C(C=C4)Br)F)OC. Drug 2: C1=CC(=C2C(=C1NCCNCCO)C(=O)C3=C(C=CC(=C3C2=O)O)O)NCCNCCO. Cell line: NCI-H522. Synergy scores: CSS=66.6, Synergy_ZIP=6.77, Synergy_Bliss=8.55, Synergy_Loewe=1.75, Synergy_HSA=12.0.